From a dataset of Full USPTO retrosynthesis dataset with 1.9M reactions from patents (1976-2016). Predict the reactants needed to synthesize the given product. (1) Given the product [F:1][C:2]1[CH:7]=[CH:6][CH:5]=[CH:4][C:3]=1[N:8]1[CH:20]=[C:11]([C:12]([O:14][C:15]([CH3:18])([CH3:17])[CH3:16])=[O:13])[C:10]([CH3:19])=[N:9]1, predict the reactants needed to synthesize it. The reactants are: [F:1][C:2]1[CH:7]=[CH:6][CH:5]=[CH:4][C:3]=1[NH:8][N:9]=[C:10]([CH3:19])[CH2:11][C:12]([O:14][C:15]([CH3:18])([CH3:17])[CH3:16])=[O:13].[CH3:20]OC(OC)N(C)C. (2) The reactants are: [CH3:1][O:2][C:3]1[N:8]2[N:9]=[C:10]([C:12]([F:15])([F:14])[F:13])[CH:11]=[C:7]2[C:6]([CH:16]=[O:17])=[CH:5][CH:4]=1.[C:18]1([Mg]Br)[CH:23]=[CH:22][CH:21]=[CH:20][CH:19]=1.C1COCC1.[Cl-].[NH4+]. Given the product [CH3:1][O:2][C:3]1[N:8]2[N:9]=[C:10]([C:12]([F:15])([F:13])[F:14])[CH:11]=[C:7]2[C:6]([CH:16]([C:18]2[CH:23]=[CH:22][CH:21]=[CH:20][CH:19]=2)[OH:17])=[CH:5][CH:4]=1, predict the reactants needed to synthesize it. (3) The reactants are: [CH2:1]([N:8]1[CH2:13][CH2:12][C:11]([C:15]2[CH:20]=[CH:19][C:18]([O:21][CH3:22])=[CH:17][C:16]=2[F:23])(O)[CH2:10][CH2:9]1)[C:2]1[CH:7]=[CH:6][CH:5]=[CH:4][CH:3]=1.O.C1(C)C=CC(S(O)(=O)=O)=CC=1. Given the product [CH2:1]([N:8]1[CH2:9][CH:10]=[C:11]([C:15]2[CH:20]=[CH:19][C:18]([O:21][CH3:22])=[CH:17][C:16]=2[F:23])[CH2:12][CH2:13]1)[C:2]1[CH:3]=[CH:4][CH:5]=[CH:6][CH:7]=1, predict the reactants needed to synthesize it. (4) Given the product [Cl:5][C:6]1[C:24]([Cl:25])=[CH:23][C:9]2[N:10]([CH2:18][CH:19]([OH:22])[CH2:20][CH3:21])[C:11]([CH2:13][C:14]([F:15])([F:16])[F:17])=[N:12][C:8]=2[CH:7]=1, predict the reactants needed to synthesize it. The reactants are: [BH4-].[Na+].CO.[Cl:5][C:6]1[C:24]([Cl:25])=[CH:23][C:9]2[N:10]([CH2:18][C:19](=[O:22])[CH2:20][CH3:21])[C:11]([CH2:13][C:14]([F:17])([F:16])[F:15])=[N:12][C:8]=2[CH:7]=1. (5) Given the product [C:1]([C:5]1[CH:30]=[CH:29][C:8]([CH2:9][CH:10]2[CH2:15][CH:14]([CH2:16][O:17][Si:18]([C:21]([CH3:23])([CH3:24])[CH3:22])([CH3:19])[CH3:20])[CH2:13][CH2:12][N:11]2[C:25]([O:27][CH3:28])=[O:26])=[CH:7][CH:6]=1)([CH3:2])([CH3:3])[CH3:4], predict the reactants needed to synthesize it. The reactants are: [C:1]([C:5]1[CH:30]=[CH:29][C:8]([CH2:9][CH:10]2[CH:15]=[C:14]([CH2:16][O:17][Si:18]([C:21]([CH3:24])([CH3:23])[CH3:22])([CH3:20])[CH3:19])[CH:13]=[CH:12][N:11]2[C:25]([O:27][CH3:28])=[O:26])=[CH:7][CH:6]=1)([CH3:4])([CH3:3])[CH3:2]. (6) Given the product [Cl:1][C:2]1[C:3]([C:9]#[N:11])=[N:4][CH:5]=[CH:6][CH:7]=1, predict the reactants needed to synthesize it. The reactants are: [Cl:1][C:2]1[CH:3]=[N+:4]([O-])[CH:5]=[CH:6][CH:7]=1.[CH2:9]([N:11](CC)CC)C.[Si](C#N)(C)(C)C. (7) Given the product [O:1]1[CH:5]=[CH:4][CH:3]=[C:2]1[C:28]1[C:27]([S:26][C:25]2[N:16]([CH2:15][CH2:14][CH2:13][NH:12][CH:10]([CH3:11])[CH3:9])[C:17]3[C:18]([N:24]=2)=[C:19]([NH2:23])[N:20]=[CH:21][N:22]=3)=[CH:32][C:31]2[O:33][CH2:34][O:35][C:30]=2[CH:29]=1, predict the reactants needed to synthesize it. The reactants are: [O:1]1[CH:5]=[CH:4][CH:3]=[C:2]1B(O)O.[CH3:9][CH:10]([NH:12][CH2:13][CH2:14][CH2:15][N:16]1[C:25]([S:26][C:27]2[CH:32]=[C:31]3[O:33][CH2:34][O:35][C:30]3=[CH:29][C:28]=2I)=[N:24][C:18]2[C:19]([NH2:23])=[N:20][CH:21]=[N:22][C:17]1=2)[CH3:11].C([O-])(O)=O.[Na+].CN(C=O)C. (8) Given the product [Br:1][C:2]1[C:3]([N:12]2[CH2:17][CH2:16][N:15]([CH2:18][C:19]3[N:20]=[C:21]([CH:24]([CH3:26])[CH3:25])[O:22][CH:23]=3)[CH2:14][CH2:13]2)=[C:4]2[N:9]=[C:27]([C:28]3[CH:33]=[CH:32][C:31]([O:34][CH3:35])=[CH:30][CH:29]=3)[NH:8][C:5]2=[N:6][CH:7]=1, predict the reactants needed to synthesize it. The reactants are: [Br:1][C:2]1[C:3]([N:12]2[CH2:17][CH2:16][N:15]([CH2:18][C:19]3[N:20]=[C:21]([CH:24]([CH3:26])[CH3:25])[O:22][CH:23]=3)[CH2:14][CH2:13]2)=[C:4]([N+:9]([O-])=O)[C:5]([NH2:8])=[N:6][CH:7]=1.[CH:27](=O)[C:28]1[CH:33]=[CH:32][C:31]([O:34][CH3:35])=[CH:30][CH:29]=1.[O-]S(S([O-])=O)=O.[Na+].[Na+].